From a dataset of Full USPTO retrosynthesis dataset with 1.9M reactions from patents (1976-2016). Predict the reactants needed to synthesize the given product. (1) Given the product [CH3:41][NH:40][C:22]1[N:21]2[CH:42]=[C:18]([CH3:17])[N:19]=[C:20]2[N:25]=[C:24]([C:26]2[CH:33]=[CH:32][C:29]([CH2:30][N:1]3[CH2:4][CH:3]([C:5]4[N:6]=[C:7]([C:10]5[CH:15]=[CH:14][CH:13]=[C:12]([CH3:16])[N:11]=5)[NH:8][N:9]=4)[CH2:2]3)=[CH:28][CH:27]=2)[C:23]=1[C:34]1[CH:39]=[CH:38][CH:37]=[CH:36][CH:35]=1, predict the reactants needed to synthesize it. The reactants are: [NH:1]1[CH2:4][CH:3]([C:5]2[NH:9][N:8]=[C:7]([C:10]3[CH:15]=[CH:14][CH:13]=[C:12]([CH3:16])[N:11]=3)[N:6]=2)[CH2:2]1.[CH3:17][C:18]1[N:19]=[C:20]2[N:25]=[C:24]([C:26]3[CH:33]=[CH:32][C:29]([CH:30]=O)=[CH:28][CH:27]=3)[C:23]([C:34]3[CH:39]=[CH:38][CH:37]=[CH:36][CH:35]=3)=[C:22]([NH:40][CH3:41])[N:21]2[CH:42]=1. (2) Given the product [OH:1][C@@H:2]([C@H:4]1[C:25](=[O:26])[N:6]2[C:7]([C:12]([O:14][CH2:15][C:16]3[CH:17]=[CH:18][C:19]([N+:22]([O-:24])=[O:23])=[CH:20][CH:21]=3)=[O:13])=[C:8]([C:51]3[S:50][C:49]4=[C:45]([S:44][CH:41]5[CH2:40][CH2:39][N:38]([C:36]([O:35][CH2:34][C:33]6[CH:66]=[CH:67][C:30]([N+:27]([O-:29])=[O:28])=[CH:31][CH:32]=6)=[O:37])[CH2:43][CH2:42]5)[N:46]=[CH:47][N:48]4[CH:52]=3)[C@H:9]([CH3:10])[C@H:5]12)[CH3:3], predict the reactants needed to synthesize it. The reactants are: [OH:1][C@@H:2]([C@H:4]1[C:25](=[O:26])[N:6]2[C@@H:7]([C:12]([O:14][CH2:15][C:16]3[CH:21]=[CH:20][C:19]([N+:22]([O-:24])=[O:23])=[CH:18][CH:17]=3)=[O:13])[C:8](=O)[C@H:9]([CH3:10])[C@H:5]12)[CH3:3].[N+:27]([C:30]1[CH:67]=[CH:66][C:33]([CH2:34][O:35][C:36]([N:38]2[CH2:43][CH2:42][CH:41]([S:44][C:45]3[N:46]=[CH:47][N:48]4[CH:52]=[C:51]([Sn](CCCC)(CCCC)CCCC)[S:50][C:49]=34)[CH2:40][CH2:39]2)=[O:37])=[CH:32][CH:31]=1)([O-:29])=[O:28].